This data is from Reaction yield outcomes from USPTO patents with 853,638 reactions. The task is: Predict the reaction yield, written as a fraction of the theoretical maximum amount of product (1.0 means a 100% yield; for example, 0.34 means a 34% yield). (1) The reactants are [C:1]([N:4]1[CH2:9][CH2:8][N:7]([CH2:10][CH2:11][O:12][C:13]2[CH:22]=[C:21]3[C:16]([C:17](Cl)=[N:18][CH:19]=[N:20]3)=[C:15]([O:24][CH:25]3[CH2:30][CH2:29][O:28][CH2:27][CH2:26]3)[CH:14]=2)[CH2:6][CH2:5]1)(=[O:3])[CH3:2].[NH2:31][C:32]1[CH:37]=[CH:36][N:35]=[C:34]2[O:38][CH2:39][O:40][C:33]=12. The catalyst is N.C(Cl)Cl. The product is [C:1]([N:4]1[CH2:9][CH2:8][N:7]([CH2:10][CH2:11][O:12][C:13]2[CH:22]=[C:21]3[C:16]([C:17]([NH:31][C:32]4[CH:37]=[CH:36][N:35]=[C:34]5[O:38][CH2:39][O:40][C:33]=45)=[N:18][CH:19]=[N:20]3)=[C:15]([O:24][CH:25]3[CH2:30][CH2:29][O:28][CH2:27][CH2:26]3)[CH:14]=2)[CH2:6][CH2:5]1)(=[O:3])[CH3:2]. The yield is 0.530. (2) The reactants are Cl.[O:2]([NH2:4])[CH3:3].[Br:5][C:6]1[N:7]=[CH:8][C:9]([NH:12][C:13](=[O:34])[CH:14]([C:23]2[CH:28]=[CH:27][C:26]([S:29]([CH3:32])(=[O:31])=[O:30])=[C:25]([Cl:33])[CH:24]=2)[CH2:15][CH:16]2[CH2:21][CH2:20][C:19](=O)[CH2:18][CH2:17]2)=[N:10][CH:11]=1. The catalyst is CO.N1C=CC=CC=1. The product is [Br:5][C:6]1[N:7]=[CH:8][C:9]([NH:12][C:13](=[O:34])[CH:14]([C:23]2[CH:28]=[CH:27][C:26]([S:29]([CH3:32])(=[O:30])=[O:31])=[C:25]([Cl:33])[CH:24]=2)[CH2:15][CH:16]2[CH2:21][CH2:20][C:19](=[N:4][O:2][CH3:3])[CH2:18][CH2:17]2)=[N:10][CH:11]=1. The yield is 0.800. (3) The reactants are [F:1][C:2]1[CH:3]=[C:4]([CH2:8][C:9]([O:11][CH2:12][CH3:13])=[O:10])[CH:5]=[CH:6][CH:7]=1.C1C(=O)N([Br:21])C(=O)C1. The catalyst is C(Cl)(Cl)(Cl)Cl. The product is [Br:21][CH:8]([C:4]1[CH:5]=[CH:6][CH:7]=[C:2]([F:1])[CH:3]=1)[C:9]([O:11][CH2:12][CH3:13])=[O:10]. The yield is 0.540. (4) The reactants are [CH3:1][C:2]1[CH:7]=[C:6]([CH3:8])[C:5]([S:9][CH2:10][C:11]([F:14])([F:13])[F:12])=[CH:4][C:3]=1[N:15]1[CH:19]=[N:18][C:17]([C:20]([F:23])([F:22])[F:21])=[N:16]1.C(C1C=C(C(C)(C)C)C=C(/C=N/C(C(C)(C)C)C[OH:42])C=1O)(C)(C)C.OO.S([O-])([O-])(=O)=S. The catalyst is C(Cl)(Cl)Cl.C/C(/O)=C/C(C)=O.C/C(/O)=C/C(C)=O.C/C(/O)=C/C(C)=O.[V].O. The product is [CH3:1][C:2]1[CH:7]=[C:6]([CH3:8])[C:5]([S:9]([CH2:10][C:11]([F:12])([F:14])[F:13])=[O:42])=[CH:4][C:3]=1[N:15]1[CH:19]=[N:18][C:17]([C:20]([F:22])([F:23])[F:21])=[N:16]1. The yield is 0.980.